From a dataset of Full USPTO retrosynthesis dataset with 1.9M reactions from patents (1976-2016). Predict the reactants needed to synthesize the given product. Given the product [Cl:25][C:19]1[CH:18]=[C:17]([C:16]([C:9]2([CH2:13][CH2:14][CH3:15])[CH2:10][CH2:11][CH2:12][NH:8]2)=[O:26])[CH:22]=[C:21]([F:23])[C:20]=1[Cl:24], predict the reactants needed to synthesize it. The reactants are: C(OC([N:8]1[CH2:12][CH2:11][CH2:10][C:9]1([C:16](=[O:26])[C:17]1[CH:22]=[C:21]([F:23])[C:20]([Cl:24])=[C:19]([Cl:25])[CH:18]=1)[CH2:13][CH2:14][CH3:15])=O)(C)(C)C.